Dataset: Catalyst prediction with 721,799 reactions and 888 catalyst types from USPTO. Task: Predict which catalyst facilitates the given reaction. (1) Reactant: [NH:1](C(OC(C)(C)C)=O)[C@H:2]([C:5]([OH:7])=[O:6])[CH2:3][NH2:4].[N:15]1[CH:20]=[CH:19][CH:18]=[CH:17][C:16]=1[CH2:21][CH2:22][NH2:23].[F:24][C:25]([F:30])([F:29])[C:26]([OH:28])=[O:27]. Product: [NH2:1][C@H:2]([C:5]([OH:7])=[O:6])[CH2:3][NH2:4].[OH:28][C:26]([C:25]([F:30])([F:29])[F:24])=[O:27].[N:15]1[CH:20]=[CH:19][CH:18]=[CH:17][C:16]=1[CH2:21][CH2:22][NH2:23]. The catalyst class is: 2. (2) Reactant: N[C:2]1[S:3][C:4]2[CH:10]=[C:9]([C:11]([O:13][CH3:14])=[O:12])[CH:8]=[C:7]([O:15][CH3:16])[C:5]=2[N:6]=1.N(OCCC(C)C)=O. Product: [CH3:16][O:15][C:7]1[C:5]2[N:6]=[CH:2][S:3][C:4]=2[CH:10]=[C:9]([C:11]([O:13][CH3:14])=[O:12])[CH:8]=1. The catalyst class is: 3. (3) The catalyst class is: 3. Reactant: C(OC(=O)N[C@H:8]1[CH2:13][CH2:12][C@H:11]([C:14](=[O:41])[NH:15][C@H:16]([C:27]2[NH:28][CH:29]=[C:30]([C:32]3[CH:37]=[CH:36][C:35]([C:38]#[N:39])=[C:34]([F:40])[CH:33]=3)[N:31]=2)[CH2:17][C:18]2[CH:23]=[CH:22][CH:21]=[CH:20][C:19]=2[N+:24]([O-])=O)[CH2:10][CH2:9]1)(C)(C)C.[C:43]1([CH2:49][C:50]([OH:52])=O)[CH:48]=[CH:47][CH:46]=[CH:45][CH:44]=1.N1[CH:58]=[CH:57][CH:56]=CC=1.C1C=C[C:62]2[N:67](O)N=NC=2C=1.[CH3:69]CN=C=NCCCN(C)C.CC[O:82][C:83](C)=[O:84]. Product: [C:57]([O:84][C:83](=[O:82])[NH:67][CH2:62][C@H:8]1[CH2:9][CH2:10][C@H:11]([C:14](=[O:41])[NH:15][C@H:16]([C:27]2[NH:28][CH:29]=[C:30]([C:32]3[CH:37]=[CH:36][C:35]([C:38]#[N:39])=[C:34]([F:40])[CH:33]=3)[N:31]=2)[CH2:17][C:18]2[CH:23]=[CH:22][CH:21]=[CH:20][C:19]=2[NH:24][C:50](=[O:52])[CH2:49][C:43]2[CH:44]=[CH:45][CH:46]=[CH:47][CH:48]=2)[CH2:12][CH2:13]1)([CH3:56])([CH3:58])[CH3:69].